This data is from Reaction yield outcomes from USPTO patents with 853,638 reactions. The task is: Predict the reaction yield, written as a fraction of the theoretical maximum amount of product (1.0 means a 100% yield; for example, 0.34 means a 34% yield). (1) The reactants are [CH:1]1([CH2:4][S:5]([C:8]([CH3:13])([CH3:12])[C:9]([OH:11])=O)(=[O:7])=[O:6])[CH2:3][CH2:2]1.S(Cl)(Cl)=O.C(N(CC)C(C)C)(C)C.[CH2:27]([N:29]1[C:33]([C:34]2[CH:39]=[CH:38][C:37]([O:40][CH3:41])=[CH:36][CH:35]=2)=[N:32][C:31]([NH2:42])=[N:30]1)[CH3:28]. The catalyst is C(Cl)Cl. The product is [CH:1]1([CH2:4][S:5]([C:8]([CH3:13])([CH3:12])[C:9]([NH:42][C:31]2[N:32]=[C:33]([C:34]3[CH:39]=[CH:38][C:37]([O:40][CH3:41])=[CH:36][CH:35]=3)[N:29]([CH2:27][CH3:28])[N:30]=2)=[O:11])(=[O:6])=[O:7])[CH2:2][CH2:3]1. The yield is 0.920. (2) The reactants are [Br:1][C:2]1[CH:3]=[C:4]([C:9]#[C:10][C:11]2[CH:16]=[CH:15][N:14]=[CH:13][C:12]=2[CH3:17])[C:5]([NH2:8])=[N:6][CH:7]=1.CC(C)([O-])C.[K+]. The catalyst is CN1C(=O)CCC1.O. The product is [Br:1][C:2]1[CH:3]=[C:4]2[CH:9]=[C:10]([C:11]3[CH:16]=[CH:15][N:14]=[CH:13][C:12]=3[CH3:17])[NH:8][C:5]2=[N:6][CH:7]=1. The yield is 0.510. (3) The reactants are [Br:1]Br.[OH:3][C:4]1[CH:5]=[C:6]2[C:11](=[CH:12][CH:13]=1)[CH:10]=[C:9]([CH2:14][N:15]([CH3:34])[C:16]([C:18]1[C:26]3[C:21](=[CH:22][CH:23]=[CH:24][CH:25]=3)[N:20]([CH2:27][C:28]3[CH:33]=[CH:32][CH:31]=[CH:30][CH:29]=3)[CH:19]=1)=[O:17])[CH:8]=[CH:7]2. The catalyst is C(O)(=O)C.C(OCC)(=O)C.C(O)(C)C. The product is [Br:1][C:5]1[C:4]([OH:3])=[CH:13][CH:12]=[C:11]2[C:6]=1[CH:7]=[CH:8][C:9]([CH2:14][N:15]([CH3:34])[C:16]([C:18]1[C:26]3[C:21](=[CH:22][CH:23]=[CH:24][CH:25]=3)[N:20]([CH2:27][C:28]3[CH:33]=[CH:32][CH:31]=[CH:30][CH:29]=3)[CH:19]=1)=[O:17])=[CH:10]2. The yield is 0.220. (4) The reactants are Cl.[Br:2][C:3]1[CH:8]=[C:7]([F:9])[CH:6]=[CH:5][C:4]=1[N:10]1[CH2:15][CH2:14][NH:13][CH2:12][C:11]1=[O:16].C(=O)([O-])O.[Na+].[C:22](O[C:22]([O:24][C:25]([CH3:28])([CH3:27])[CH3:26])=[O:23])([O:24][C:25]([CH3:28])([CH3:27])[CH3:26])=[O:23]. The catalyst is C(OCC)(=O)C. The product is [Br:2][C:3]1[CH:8]=[C:7]([F:9])[CH:6]=[CH:5][C:4]=1[N:10]1[CH2:15][CH2:14][N:13]([C:22]([O:24][C:25]([CH3:28])([CH3:27])[CH3:26])=[O:23])[CH2:12][C:11]1=[O:16]. The yield is 0.650. (5) The reactants are [OH:1][N:2]1[C:7]([CH3:9])([CH3:8])[CH2:6][CH2:5][CH2:4][C:3]1([CH3:11])[CH3:10].N(OC(C)(C)C)=O.N[C:20]1[CH:25]=[CH:24][CH:23]=[CH:22][CH:21]=1. The catalyst is [Cl-].[Mn+2].[Cl-].C(#N)C. The product is [O:1]([N:2]1[C:7]([CH3:9])([CH3:8])[CH2:6][CH2:5][CH2:4][C:3]1([CH3:11])[CH3:10])[C:20]1[CH:25]=[CH:24][CH:23]=[CH:22][CH:21]=1. The yield is 0.621. (6) The product is [Cl:1][C:2]1[S:6][C:5]([C:7]2[N:12]=[C:11]([NH:13][C:14]3[CH:19]=[CH:18][C:17]([CH2:20][C:21]([NH:26][OH:27])=[NH:22])=[CH:16][CH:15]=3)[C:10]([CH2:23][CH3:24])=[C:9]([CH3:25])[N:8]=2)=[CH:4][CH:3]=1. The catalyst is O. The yield is 0.470. The reactants are [Cl:1][C:2]1[S:6][C:5]([C:7]2[N:12]=[C:11]([NH:13][C:14]3[CH:19]=[CH:18][C:17]([CH2:20][C:21]#[N:22])=[CH:16][CH:15]=3)[C:10]([CH2:23][CH3:24])=[C:9]([CH3:25])[N:8]=2)=[CH:4][CH:3]=1.[NH2:26][OH:27].Cl.C([O-])([O-])=O.[K+].[K+].CCO. (7) The reactants are [H-].[Na+].[O:3]=[C:4]([CH2:11][CH2:12][CH3:13])[CH2:5][C:6]([O:8][CH2:9][CH3:10])=[O:7].Br[CH2:15][C:16]1[CH:21]=[CH:20][C:19]([C:22]2[C:23]([C:28]#[N:29])=[CH:24][CH:25]=[CH:26][CH:27]=2)=[CH:18][C:17]=1[F:30].[Cl-].[NH4+]. The catalyst is O1CCCC1.C(OCC)(=O)C. The product is [C:28]([C:23]1[CH:24]=[CH:25][CH:26]=[CH:27][C:22]=1[C:19]1[CH:20]=[CH:21][C:16]([CH2:15][CH:5]([C:4](=[O:3])[CH2:11][CH2:12][CH3:13])[C:6]([O:8][CH2:9][CH3:10])=[O:7])=[C:17]([F:30])[CH:18]=1)#[N:29]. The yield is 0.820. (8) The reactants are [CH3:1][C:2]1([C:21](O)=[O:22])[CH2:17][C:10]2([N+:18]([O-:20])=[O:19])[C:11]3[C:16]([CH:3]1[C:4]1[C:9]2=[CH:8][CH:7]=[CH:6][CH:5]=1)=[CH:15][CH:14]=[CH:13][CH:12]=3.ON1C2C=CC=CC=2N=N1.C(N(C(C)C)C(C)C)C.CCN=C=NCCCN(C)C.[CH3:54][O:55][C:56]1[CH:68]=[CH:67][C:59]([CH2:60][C:61]2[NH:65][N:64]=[C:63]([NH2:66])[N:62]=2)=[CH:58][CH:57]=1. The catalyst is C(#N)C. The product is [CH3:54][O:55][C:56]1[CH:57]=[CH:58][C:59]([CH2:60][C:61]2[N:62]=[C:63]([NH2:66])[N:64]([C:21]([C:2]3([CH3:1])[CH2:17][C:10]4([N+:18]([O-:20])=[O:19])[C:11]5[C:16]([CH:3]3[C:4]3[C:9]4=[CH:8][CH:7]=[CH:6][CH:5]=3)=[CH:15][CH:14]=[CH:13][CH:12]=5)=[O:22])[N:65]=2)=[CH:67][CH:68]=1. The yield is 0.870. (9) The reactants are [CH3:1][S:2]([C:5]1[CH:10]=[CH:9][C:8]([C@@H:11]([CH2:15][C@H:16]2[CH2:20][CH2:19][C:18](=[O:21])[CH2:17]2)[C:12]([OH:14])=O)=[CH:7][C:6]=1[CH3:22])(=[O:4])=[O:3].C(Cl)(=O)C(Cl)=O.[NH2:29][C:30]1[CH:34]=[CH:33][N:32]([CH2:35][CH2:36][CH2:37][OH:38])[N:31]=1.N1C(C)=CC=CC=1C. The product is [OH:38][CH2:37][CH2:36][CH2:35][N:32]1[CH:33]=[CH:34][C:30]([NH:29][C:12](=[O:14])[C@@H:11]([C:8]2[CH:9]=[CH:10][C:5]([S:2]([CH3:1])(=[O:4])=[O:3])=[C:6]([CH3:22])[CH:7]=2)[CH2:15][C@H:16]2[CH2:20][CH2:19][C:18](=[O:21])[CH2:17]2)=[N:31]1. The catalyst is C(Cl)Cl.CN(C)C=O. The yield is 0.830. (10) The reactants are [NH2:1][C:2]1[CH:7]=[CH:6][C:5]([N:8]2[CH2:13][CH2:12][N:11]([C:14]([O:16][C:17]([CH3:20])([CH3:19])[CH3:18])=[O:15])[CH2:10][CH2:9]2)=[CH:4][CH:3]=1.[C:21](N1C=CN=C1)(N1C=CN=C1)=[S:22]. The catalyst is CN(C)C=O. The product is [N:1]([C:2]1[CH:7]=[CH:6][C:5]([N:8]2[CH2:13][CH2:12][N:11]([C:14]([O:16][C:17]([CH3:20])([CH3:19])[CH3:18])=[O:15])[CH2:10][CH2:9]2)=[CH:4][CH:3]=1)=[C:21]=[S:22]. The yield is 0.940.